Dataset: Full USPTO retrosynthesis dataset with 1.9M reactions from patents (1976-2016). Task: Predict the reactants needed to synthesize the given product. (1) Given the product [OH:8][CH2:9][CH2:10][CH2:11][C:12]1[CH:17]=[CH:16][N:15]=[CH:14][C:13]=1[C:18]1[NH:36][C:34](=[O:35])[C:33]([C:30]2[S:31][CH:32]=[C:28]([CH3:27])[N:29]=2)=[CH:42][C:19]=1[C:20]1[CH:21]=[CH:22][N:23]=[CH:24][CH:25]=1, predict the reactants needed to synthesize it. The reactants are: [Si]([O:8][CH2:9][CH2:10][CH2:11][C:12]1[CH:17]=[CH:16][N:15]=[CH:14][C:13]=1[C:18](=O)[CH2:19][C:20]1[CH:25]=[CH:24][N:23]=[CH:22][CH:21]=1)(C(C)(C)C)(C)C.[CH3:27][C:28]1[N:29]=[C:30]([CH2:33][C:34]([NH2:36])=[O:35])[S:31][CH:32]=1.[H-].[Na+].CO.Cl.[C:42]([O-])(O)=O.[Na+]. (2) Given the product [O:12]=[C:7]1[C:6]2[NH:13][CH:14]=[CH:15][C:5]=2[C:4]2[CH:3]=[C:2]([NH:1][S:28]([C:25]3[CH:26]=[CH:27][C:22]([CH3:32])=[CH:23][CH:24]=3)(=[O:30])=[O:29])[CH:11]=[CH:10][C:9]=2[NH:8]1.[CH2:17]([C:19]([O-:21])=[O:20])[CH3:18], predict the reactants needed to synthesize it. The reactants are: [NH2:1][C:2]1[CH:11]=[CH:10][C:9]2[NH:8][C:7](=[O:12])[C:6]3[NH:13][CH:14]=[CH:15][C:5]=3[C:4]=2[CH:3]=1.Cl.[CH2:17]([C:19]([OH:21])=[O:20])[CH3:18].[C:22]1([CH3:32])[CH:27]=[CH:26][C:25]([S:28](Cl)(=[O:30])=[O:29])=[CH:24][CH:23]=1.